Dataset: Reaction yield outcomes from USPTO patents with 853,638 reactions. Task: Predict the reaction yield, written as a fraction of the theoretical maximum amount of product (1.0 means a 100% yield; for example, 0.34 means a 34% yield). (1) The reactants are [CH3:1][O:2][C:3](=[O:15])[C:4]1[CH:9]=[C:8]([S:10](Cl)(=[O:12])=[O:11])[CH:7]=[CH:6][C:5]=1[CH3:14].[Br:16][C:17]1[CH:25]=[CH:24][C:20]([CH2:21][CH2:22][NH2:23])=[CH:19][CH:18]=1.N1C=CC=CC=1. The catalyst is O1CCCC1.CN(C)C=O.C(OCC)(=O)C. The product is [CH3:1][O:2][C:3](=[O:15])[C:4]1[CH:9]=[C:8]([S:10](=[O:12])(=[O:11])[NH:23][CH2:22][CH2:21][C:20]2[CH:24]=[CH:25][C:17]([Br:16])=[CH:18][CH:19]=2)[CH:7]=[CH:6][C:5]=1[CH3:14]. The yield is 0.370. (2) The reactants are [Br:1][C:2]1[C:3]([NH:16][S:17]([CH3:20])(=[O:19])=[O:18])=[CH:4][C:5]2[O:9][C:8]([I:10])=[C:7]([C:11]([NH:13][CH3:14])=[O:12])[C:6]=2[CH:15]=1.[C:21]([O-])([O-])=O.[K+].[K+].CI. The catalyst is CN(C=O)C. The product is [Br:1][C:2]1[C:3]([N:16]([CH3:21])[S:17]([CH3:20])(=[O:18])=[O:19])=[CH:4][C:5]2[O:9][C:8]([I:10])=[C:7]([C:11]([NH:13][CH3:14])=[O:12])[C:6]=2[CH:15]=1. The yield is 0.900.